This data is from Full USPTO retrosynthesis dataset with 1.9M reactions from patents (1976-2016). The task is: Predict the reactants needed to synthesize the given product. Given the product [CH3:14][O:13][C:10]1[CH:9]=[CH:8][C:7]([C:4]#[N:5])=[CH:12][N:11]=1, predict the reactants needed to synthesize it. The reactants are: [Cu]([C:4]#[N:5])C#N.Br[C:7]1[CH:8]=[CH:9][C:10]([O:13][CH3:14])=[N:11][CH:12]=1.